This data is from Forward reaction prediction with 1.9M reactions from USPTO patents (1976-2016). The task is: Predict the product of the given reaction. (1) Given the reactants C[Si]([Br:5])(C)C.[CH2:6]([O:13][C:14]1[C:23]2[O:22][CH2:21][CH2:20][O:19][C:18]=2[CH:17]=[C:16]([CH2:24]O)[CH:15]=1)[C:7]1[CH:12]=[CH:11][CH:10]=[CH:9][CH:8]=1, predict the reaction product. The product is: [CH2:6]([O:13][C:14]1[CH:15]=[C:16]([CH:17]=[C:18]2[O:19][CH2:20][CH2:21][O:22][C:23]=12)[CH2:24][Br:5])[C:7]1[CH:12]=[CH:11][CH:10]=[CH:9][CH:8]=1. (2) Given the reactants [CH2:1]([O:8][C:9]1[CH:14]=[CH:13][C:12]([CH2:15][C:16](O)=[O:17])=[C:11]([CH3:19])[CH:10]=1)[C:2]1[CH:7]=[CH:6][CH:5]=[CH:4][CH:3]=1.[CH3:20][NH:21][CH3:22].CCN(C(C)C)C(C)C.CN(C(ON1N=NC2C=CC=NC1=2)=[N+](C)C)C.F[P-](F)(F)(F)(F)F, predict the reaction product. The product is: [CH2:1]([O:8][C:9]1[CH:14]=[CH:13][C:12]([CH2:15][C:16]([N:21]([CH3:22])[CH3:20])=[O:17])=[C:11]([CH3:19])[CH:10]=1)[C:2]1[CH:7]=[CH:6][CH:5]=[CH:4][CH:3]=1. (3) The product is: [F:4][C@H:5]1[CH2:9][CH2:8][N:7]([CH2:11][CH2:12][O:13][CH2:14][CH2:15][OH:16])[CH2:6]1. Given the reactants N#N.Cl.[F:4][C@H:5]1[CH2:9][CH2:8][NH:7][CH2:6]1.Cl[CH2:11][CH2:12][O:13][CH2:14][CH2:15][OH:16].C([O-])([O-])=O.[K+].[K+], predict the reaction product. (4) Given the reactants [Cl:1][C:2]1[CH:7]=[CH:6][C:5]([N:8]([C@H:12]2[C:21]3[C:16](=[CH:17][CH:18]=[CH:19][CH:20]=3)[N:15]([C:22](=[O:30])[C:23]3[CH:28]=[CH:27][C:26]([OH:29])=[CH:25][CH:24]=3)[C@@H:14]([CH3:31])[CH2:13]2)[C:9](=[O:11])[CH3:10])=[CH:4][CH:3]=1.C([O-])([O-])=O.[K+].[K+].Br[CH2:39][CH2:40][CH2:41][C:42]([CH3:45])([OH:44])[CH3:43], predict the reaction product. The product is: [Cl:1][C:2]1[CH:3]=[CH:4][C:5]([N:8]([C@H:12]2[C:21]3[C:16](=[CH:17][CH:18]=[CH:19][CH:20]=3)[N:15]([C:22](=[O:30])[C:23]3[CH:24]=[CH:25][C:26]([O:29][CH2:39][CH2:40][CH2:41][C:42]([OH:44])([CH3:45])[CH3:43])=[CH:27][CH:28]=3)[C@@H:14]([CH3:31])[CH2:13]2)[C:9](=[O:11])[CH3:10])=[CH:6][CH:7]=1. (5) Given the reactants [C:1](=[O:13])([O:11][CH3:12])[O:2][C:3]1[CH:8]=[CH:7][C:6]([O:9][CH3:10])=[CH:5][CH:4]=1.Cl[CH:15](Cl)[O:16]C, predict the reaction product. The product is: [C:1](=[O:13])([O:11][CH3:12])[O:2][C:3]1[CH:4]=[CH:5][C:6]([O:9][CH3:10])=[C:7]([CH:15]=[O:16])[CH:8]=1. (6) Given the reactants [CH3:1][N:2]([CH3:29])[C:3]([C:5]1[C:9]2[CH:10]=[C:11]([N:14]3[CH2:19][C@H:18]([CH3:20])[N:17](CC4C=CC=CC=4)[C@H:16]([CH3:28])[CH2:15]3)[CH:12]=[CH:13][C:8]=2[O:7][CH:6]=1)=[O:4].C1CCCCC=1, predict the reaction product. The product is: [CH3:1][N:2]([CH3:29])[C:3]([C:5]1[C:9]2[CH:10]=[C:11]([N:14]3[CH2:19][C@H:18]([CH3:20])[NH:17][C@H:16]([CH3:28])[CH2:15]3)[CH:12]=[CH:13][C:8]=2[O:7][CH:6]=1)=[O:4]. (7) Given the reactants [F:1][C:2]([F:35])([F:34])[C:3]1[CH:4]=[C:5]([CH:27]=[C:28]([C:30]([F:33])([F:32])[F:31])[CH:29]=1)[CH2:6][N:7]1[C:11](Cl)=[C:10]([C:13]([N:15]2[CH2:19][CH2:18][CH2:17][C@H:16]2[C:20]2[CH:25]=[CH:24][CH:23]=[CH:22][C:21]=2[Cl:26])=[O:14])[N:9]=[N:8]1.[NH:36]1[CH2:41][CH2:40][O:39][CH2:38][CH2:37]1, predict the reaction product. The product is: [F:32][C:30]([F:31])([F:33])[C:28]1[CH:27]=[C:5]([CH:4]=[C:3]([C:2]([F:1])([F:35])[F:34])[CH:29]=1)[CH2:6][N:7]1[C:11]([N:36]2[CH2:41][CH2:40][O:39][CH2:38][CH2:37]2)=[C:10]([C:13]([N:15]2[CH2:19][CH2:18][CH2:17][CH:16]2[C:20]2[CH:25]=[CH:24][CH:23]=[CH:22][C:21]=2[Cl:26])=[O:14])[N:9]=[N:8]1. (8) Given the reactants [OH:1][C@@:2]1([C:34]([F:37])([F:36])[F:35])[C:14]2[CH:13]=[C:12]([O:15][CH2:16][CH2:17][CH2:18][C:19]([OH:22])([CH3:21])[CH3:20])[CH:11]=[C:10]([C:23]3[CH:24]=[N:25][N:26]([C:28]([CH3:33])([CH3:32])[C:29](O)=[O:30])[CH:27]=3)[C:9]=2[C:8]2[C:3]1=[CH:4][CH:5]=[CH:6][CH:7]=2.[Cl-].[NH4+].C([N:43](CC)C(C)C)(C)C.F[P-](F)(F)(F)(F)F.CN(C(N(C)C)=[N+]1C2C(=NC=CC=2)[N+]([O-])=N1)C, predict the reaction product. The product is: [OH:1][C@@:2]1([C:34]([F:37])([F:35])[F:36])[C:14]2[CH:13]=[C:12]([O:15][CH2:16][CH2:17][CH2:18][C:19]([OH:22])([CH3:21])[CH3:20])[CH:11]=[C:10]([C:23]3[CH:24]=[N:25][N:26]([C:28]([CH3:32])([CH3:33])[C:29]([NH2:43])=[O:30])[CH:27]=3)[C:9]=2[C:8]2[C:3]1=[CH:4][CH:5]=[CH:6][CH:7]=2.